This data is from Catalyst prediction with 721,799 reactions and 888 catalyst types from USPTO. The task is: Predict which catalyst facilitates the given reaction. (1) The catalyst class is: 6. Product: [O:3]=[C:1]1[C:14]2[CH:13]=[CH:12][CH:11]=[C:7]([C:8]([OH:10])=[O:9])[C:6]=2[CH2:5][CH2:4]1. Reactant: [C:1]([CH2:4][CH2:5][C:6]1[CH:14]=[CH:13][CH:12]=[CH:11][C:7]=1[C:8]([OH:10])=[O:9])([OH:3])=O.[Cl-].[Na+].[Cl-].[Al+3].[Cl-].[Cl-].Cl. (2) Reactant: [OH:1][C@H:2]([CH3:6])[C:3]([NH2:5])=O.F[B-](F)(F)F.C([O+](CC)CC)C.N[C:20]1[C:21]([NH:29][C@@H:30]2[CH2:35][CH2:34][C@H:33]([C:36]#[N:37])[CH2:32][CH2:31]2)=[C:22]2[S:28][CH:27]=[CH:26][C:23]2=[N:24][CH:25]=1. Product: [OH:1][C@@H:2]([C:3]1[N:29]([C@@H:30]2[CH2:31][CH2:32][C@H:33]([C:36]#[N:37])[CH2:34][CH2:35]2)[C:21]2=[C:22]3[S:28][CH:27]=[CH:26][C:23]3=[N:24][CH:25]=[C:20]2[N:5]=1)[CH3:6]. The catalyst class is: 214. (3) Reactant: [Cl:1][C:2]1[CH:3]=[C:4]([CH2:17][NH:18][C:19](=[O:25])[O:20][C:21]([CH3:24])([CH3:23])[CH3:22])[C:5]2[N:9]=[CH:8][N:7]([CH:10]3[CH2:15][CH2:14][CH2:13][CH2:12][O:11]3)[C:6]=2[CH:16]=1.[H-].[Na+].[CH3:28]I. Product: [Cl:1][C:2]1[CH:3]=[C:4]([CH2:17][N:18]([CH3:28])[C:19](=[O:25])[O:20][C:21]([CH3:22])([CH3:24])[CH3:23])[C:5]2[N:9]=[CH:8][N:7]([CH:10]3[CH2:15][CH2:14][CH2:13][CH2:12][O:11]3)[C:6]=2[CH:16]=1. The catalyst class is: 3. (4) Reactant: [CH:1]1[CH:5]=[C:4]([Br:6])[O:3][C:2]=1[CH:7]=O.Cl.[CH3:10][NH:11][CH3:12].C(O[BH-](OC(=O)C)OC(=O)C)(=O)C.[Na+].C(N(CC)CC)C. Product: [Br:6][C:4]1[O:3][C:2]([CH2:7][N:11]([CH3:12])[CH3:10])=[CH:1][CH:5]=1. The catalyst class is: 46. (5) Reactant: ClC[C:3]([C:5]1[C:6]2[CH:13]=[C:12]([CH3:14])[CH:11]=[CH:10][C:7]=2[S:8][CH:9]=1)=[O:4].C[OH:16].[OH-].[Na+].Cl. Product: [C:3]([C:5]1[C:6]2[CH:13]=[C:12]([CH3:14])[CH:11]=[CH:10][C:7]=2[S:8][CH:9]=1)([OH:4])=[O:16]. The catalyst class is: 20. (6) Reactant: [O:1]1[CH2:3][CH:2]1[CH2:4][NH:5][C:6](=[O:12])[O:7][C:8]([CH3:11])([CH3:10])[CH3:9].[N-]=[N+]=[N-].[Na+].[N:17]1[CH:22]=[CH:21][CH:20]=[CH:19][C:18]=1[S:23](Cl)(=[O:25])=[O:24].C([N:30](CC)C(C)C)(C)C. Product: [OH:1][CH:2]([CH2:3][NH:30][S:23]([C:18]1[CH:19]=[CH:20][CH:21]=[CH:22][N:17]=1)(=[O:25])=[O:24])[CH2:4][NH:5][C:6](=[O:12])[O:7][C:8]([CH3:11])([CH3:10])[CH3:9]. The catalyst class is: 204. (7) Reactant: [CH3:1][O:2][C:3](=[O:38])[C@H:4]([N:8]1[CH2:16][C:15]2[C:10](=[CH:11][C:12]([C:17]3[CH:22]=[CH:21][C:20]([NH:23][C:24]([NH:26][C:27]4[CH:32]=[CH:31][CH:30]=[C:29]([C:33]([F:36])([F:35])[F:34])[CH:28]=4)=[O:25])=[CH:19][CH:18]=3)=[CH:13][CH:14]=2)[C:9]1=[O:37])C(C)C.BrC1C=C2C(CN(CC(OC)=O)C2=O)=CC=1.CC1(C)C(C)(C)OB(C2C=CC(NC(NC3C=CC=C(C(F)(F)F)C=3)=O)=CC=2)O1. Product: [O:37]=[C:9]1[C:10]2[C:15](=[CH:14][CH:13]=[C:12]([C:17]3[CH:18]=[CH:19][C:20]([NH:23][C:24]([NH:26][C:27]4[CH:32]=[CH:31][CH:30]=[C:29]([C:33]([F:34])([F:36])[F:35])[CH:28]=4)=[O:25])=[CH:21][CH:22]=3)[CH:11]=2)[CH2:16][N:8]1[CH2:4][C:3]([O:2][CH3:1])=[O:38]. The catalyst class is: 462. (8) Reactant: [CH2:1]([C:3]1([C:8]([O:10]CC)=[O:9])[CH2:7][CH:6]=[CH:5][CH2:4]1)[CH3:2].[OH-].[Na+]. Product: [CH2:1]([C:3]1([C:8]([OH:10])=[O:9])[CH2:7][CH:6]=[CH:5][CH2:4]1)[CH3:2]. The catalyst class is: 5. (9) Reactant: [F:1][C:2]([F:22])([C:16]1[CH:21]=[CH:20][CH:19]=[CH:18][CH:17]=1)[CH2:3][O:4][C:5]1[CH:10]=[CH:9][C:8]([CH2:11][C:12]([NH2:14])=O)=[CH:7][C:6]=1[CH3:15].Cl.[OH-].[Na+]. Product: [F:1][C:2]([F:22])([C:16]1[CH:21]=[CH:20][CH:19]=[CH:18][CH:17]=1)[CH2:3][O:4][C:5]1[CH:10]=[CH:9][C:8]([CH2:11][CH2:12][NH2:14])=[CH:7][C:6]=1[CH3:15]. The catalyst class is: 7.